This data is from Reaction yield outcomes from USPTO patents with 853,638 reactions. The task is: Predict the reaction yield, written as a fraction of the theoretical maximum amount of product (1.0 means a 100% yield; for example, 0.34 means a 34% yield). (1) The reactants are [Br:1][C:2]1[CH:11]=[CH:10][C:9]2[NH:8]C(=O)[N:6]3[N:13]=[CH:14][N:15]=[C:5]3[C:4]=2[CH:3]=1.[OH-].[Na+]. The catalyst is C(O)CO. The product is [Br:1][C:2]1[CH:11]=[CH:10][C:9]([NH2:8])=[C:4]([C:5]2[NH:6][N:13]=[CH:14][N:15]=2)[CH:3]=1. The yield is 0.870. (2) The reactants are [CH3:1][O:2][C:3]([CH:5](P(OC)(OC)=O)[NH:6][C:7]([O:9][CH2:10][C:11]1[CH:16]=[CH:15][CH:14]=[CH:13][CH:12]=1)=[O:8])=[O:4].[F:23][C:24]1[CH:31]=[CH:30][C:29]([F:32])=[CH:28][C:25]=1[CH:26]=O.C1CCN2C(=NCCC2)CC1. The catalyst is C(Cl)Cl. The product is [CH2:10]([O:9][C:7]([NH:6]/[C:5](=[CH:26]\[C:25]1[CH:28]=[C:29]([F:32])[CH:30]=[CH:31][C:24]=1[F:23])/[C:3]([O:2][CH3:1])=[O:4])=[O:8])[C:11]1[CH:12]=[CH:13][CH:14]=[CH:15][CH:16]=1. The yield is 0.820.